From a dataset of Peptide-MHC class I binding affinity with 185,985 pairs from IEDB/IMGT. Regression. Given a peptide amino acid sequence and an MHC pseudo amino acid sequence, predict their binding affinity value. This is MHC class I binding data. (1) The peptide sequence is LLFASMGFK. The MHC is HLA-A68:01 with pseudo-sequence HLA-A68:01. The binding affinity (normalized) is 0.766. (2) The peptide sequence is WLKEKHEEL. The MHC is HLA-A02:11 with pseudo-sequence HLA-A02:11. The binding affinity (normalized) is 0.750. (3) The peptide sequence is LLSINSSFY. The MHC is HLA-A03:01 with pseudo-sequence HLA-A03:01. The binding affinity (normalized) is 0.363. (4) The peptide sequence is HYIVLSSEL. The MHC is HLA-A24:02 with pseudo-sequence HLA-A24:02. The binding affinity (normalized) is 0.462. (5) The peptide sequence is IFQVWQRSW. The MHC is Mamu-B17 with pseudo-sequence Mamu-B17. The binding affinity (normalized) is 0.0300. (6) The MHC is HLA-A03:01 with pseudo-sequence HLA-A03:01. The binding affinity (normalized) is 0.290. The peptide sequence is ASTTENAAY.